This data is from Forward reaction prediction with 1.9M reactions from USPTO patents (1976-2016). The task is: Predict the product of the given reaction. (1) Given the reactants [CH3:1][O:2][C:3]1[CH:4]=[C:5]([CH2:20][C:21]([OH:23])=O)[CH:6]=[CH:7][C:8]=1[NH:9][C:10]([NH:12][C:13]1[CH:18]=[CH:17][CH:16]=[CH:15][C:14]=1[F:19])=[O:11].[Cl:24][C:25]1[CH:26]=[C:27]([CH:32]=[CH:33][C:34]=1[O:35][CH2:36][C@@H:37]([NH:39][CH3:40])[CH3:38])[C:28]([O:30][CH3:31])=[O:29].C1C=CC2N(O)N=NC=2C=1, predict the reaction product. The product is: [Cl:24][C:25]1[CH:26]=[C:27]([CH:32]=[CH:33][C:34]=1[O:35][CH2:36][C@@H:37]([N:39]([CH3:40])[C:21](=[O:23])[CH2:20][C:5]1[CH:6]=[CH:7][C:8]([NH:9][C:10]([NH:12][C:13]2[CH:18]=[CH:17][CH:16]=[CH:15][C:14]=2[F:19])=[O:11])=[C:3]([O:2][CH3:1])[CH:4]=1)[CH3:38])[C:28]([O:30][CH3:31])=[O:29]. (2) Given the reactants [C:1]([O:8][CH2:9][CH3:10])(=[O:7])[CH2:2][CH2:3][C:4]([CH3:6])=[O:5].C(O)(=O)C.[Br:15]Br, predict the reaction product. The product is: [CH2:9]([O:8][C:1](=[O:7])[CH2:2][CH2:3][C:4](=[O:5])[CH2:6][Br:15])[CH3:10].